Task: Predict the reaction yield, written as a fraction of the theoretical maximum amount of product (1.0 means a 100% yield; for example, 0.34 means a 34% yield).. Dataset: Reaction yield outcomes from USPTO patents with 853,638 reactions (1) The reactants are [C:1]1([C:7]2[N:8]=[N:9][NH:10][N:11]=2)[CH:6]=[CH:5][CH:4]=[CH:3][CH:2]=1.[OH-].[Na+].[CH3:14]I. No catalyst specified. The product is [CH3:14][N:9]1[N:10]=[N:11][C:7]([C:1]2[CH:2]=[CH:3][CH:4]=[CH:5][CH:6]=2)=[N:8]1. The yield is 0.460. (2) The reactants are [NH2:1][C:2]1[C:11]2[C:6](=[C:7](Br)[CH:8]=[CH:9][CH:10]=2)[N:5]=[N:4][C:3]=1[C:13]([NH:15][CH2:16][CH2:17][CH3:18])=[O:14].[CH:19]1[C:28]2[C:23](=[CH:24][CH:25]=[CH:26][CH:27]=2)[CH:22]=[CH:21][C:20]=1B(O)O. No catalyst specified. The product is [NH2:1][C:2]1[C:11]2[C:6](=[C:7]([C:21]3[CH:20]=[CH:19][C:28]4[C:23](=[CH:24][CH:25]=[CH:26][CH:27]=4)[CH:22]=3)[CH:8]=[CH:9][CH:10]=2)[N:5]=[N:4][C:3]=1[C:13]([NH:15][CH2:16][CH2:17][CH3:18])=[O:14]. The yield is 0.869. (3) The reactants are C(OC([N:8]1[CH2:13][CH2:12][N:11]([C:14]2[C:19]([C:20]3[CH:25]=[CH:24][C:23]([CH2:26][OH:27])=[CH:22][CH:21]=3)=[N:18][CH:17]=[CH:16][N:15]=2)[CH2:10][CH2:9]1)=O)(C)(C)C.FC(F)(F)C(O)=O. The catalyst is C(Cl)Cl. The product is [N:11]1([C:14]2[C:19]([C:20]3[CH:21]=[CH:22][C:23]([CH2:26][OH:27])=[CH:24][CH:25]=3)=[N:18][CH:17]=[CH:16][N:15]=2)[CH2:12][CH2:13][NH:8][CH2:9][CH2:10]1. The yield is 0.830. (4) The reactants are [F:1][C:2]1[C:7]([F:8])=[CH:6][CH:5]=[CH:4][C:3]=1[C:9]1[N:45]=[C:12]2[CH:13]=[N:14][N:15]([CH:17]([C:26]3[O:30][N:29]=[C:28]([C:31]4[CH:36]=[CH:35][C:34]([O:37][CH2:38][CH2:39][CH3:40])=[CH:33][C:32]=4[C:41]([F:44])([F:43])[F:42])[CH:27]=3)[C:18]([O:20][CH2:21][CH2:22][C:23]([OH:25])=O)=[O:19])[CH:16]=[C:11]2[N:10]=1.Cl.C([O:51][C:52](=[O:56])[C@H:53]([CH3:55])[NH2:54])(C)(C)C.CN(C(ON1N=NC2C=CC=NC1=2)=[N+](C)C)C.F[P-](F)(F)(F)(F)F.CCN(C(C)C)C(C)C. The catalyst is CC#N. The product is [F:1][C:2]1[C:7]([F:8])=[CH:6][CH:5]=[CH:4][C:3]=1[C:9]1[N:45]=[C:12]2[CH:13]=[N:14][N:15]([CH:17]([C:26]3[O:30][N:29]=[C:28]([C:31]4[CH:36]=[CH:35][C:34]([O:37][CH2:38][CH2:39][CH3:40])=[CH:33][C:32]=4[C:41]([F:43])([F:42])[F:44])[CH:27]=3)[C:18]([O:20][CH2:21][CH2:22][C:23]([NH:54][C@H:53]([C:52]([OH:56])=[O:51])[CH3:55])=[O:25])=[O:19])[CH:16]=[C:11]2[N:10]=1. The yield is 0.850.